This data is from Forward reaction prediction with 1.9M reactions from USPTO patents (1976-2016). The task is: Predict the product of the given reaction. (1) Given the reactants [Cl:1][CH2:2][CH2:3][O:4][C:5]1[CH:6]=[C:7]([C:11]2[CH:12]=[CH:13][C:14]3[N:18]=[CH:17][N:16](C(C4C=CC=CC=4)(C4C=CC=CC=4)C4C=CC=CC=4)[C:15]=3[CH:38]=2)[CH:8]=[CH:9][CH:10]=1.[F:39][C:40]1[CH:41]=[C:42]([CH:46]=[CH:47][CH:48]=1)[CH2:43][CH2:44][NH2:45], predict the reaction product. The product is: [ClH:1].[NH:18]1[C:14]2[CH:13]=[CH:12][C:11]([C:7]3[CH:6]=[C:5]([O:4][CH2:3][CH2:2][NH:45][CH2:44][CH2:43][C:42]4[CH:46]=[CH:47][CH:48]=[C:40]([F:39])[CH:41]=4)[CH:10]=[CH:9][CH:8]=3)=[CH:38][C:15]=2[N:16]=[CH:17]1. (2) Given the reactants [Cl:1][C:2]1[C:3]([CH:21]([S:30]([C:33]2[CH:38]=[CH:37][C:36]([Cl:39])=[CH:35][CH:34]=2)(=[O:32])=[O:31])[C:22]2[CH:27]=[C:26]([F:28])[CH:25]=[CH:24][C:23]=2[F:29])=[CH:4][C:5]([N:8]([CH2:10][CH2:11][N:12](C)[C:13](=O)OC(C)(C)C)[CH3:9])=[N:6][CH:7]=1.C1(OC)C=CC=CC=1.FC(F)(F)C(O)=O, predict the reaction product. The product is: [Cl:1][C:2]1[C:3]([CH:21]([S:30]([C:33]2[CH:34]=[CH:35][C:36]([Cl:39])=[CH:37][CH:38]=2)(=[O:32])=[O:31])[C:22]2[CH:27]=[C:26]([F:28])[CH:25]=[CH:24][C:23]=2[F:29])=[CH:4][C:5]([N:8]([CH3:9])[CH2:10][CH2:11][NH:12][CH3:13])=[N:6][CH:7]=1.